Dataset: Forward reaction prediction with 1.9M reactions from USPTO patents (1976-2016). Task: Predict the product of the given reaction. (1) Given the reactants [CH2:1]([NH:3][C:4]([C@@H:6]1[C@@H:13]2[C@@H:9]([O:10]C(C)(C)[O:12]2)[C@H:8]([N:16]2[CH:24]=[N:23][C:22]3[C:17]2=[N:18][C:19]([Cl:40])=[N:20][C:21]=3[NH:25][CH2:26][CH:27]([C:34]2[CH:39]=[CH:38][CH:37]=[CH:36][CH:35]=2)[C:28]2[CH:33]=[CH:32][CH:31]=[CH:30][CH:29]=2)[O:7]1)=[O:5])[CH3:2], predict the reaction product. The product is: [CH2:1]([NH:3][C:4]([C@@H:6]1[C@@H:13]([OH:12])[C@@H:9]([OH:10])[C@H:8]([N:16]2[CH:24]=[N:23][C:22]3[C:17]2=[N:18][C:19]([Cl:40])=[N:20][C:21]=3[NH:25][CH2:26][CH:27]([C:34]2[CH:39]=[CH:38][CH:37]=[CH:36][CH:35]=2)[C:28]2[CH:29]=[CH:30][CH:31]=[CH:32][CH:33]=2)[O:7]1)=[O:5])[CH3:2]. (2) Given the reactants CS(C)=O.[H-].[Na+].[I-].[CH3:8][S+](C)C.[F:12][C:13]1[CH:14]=[C:15]([CH:18]=[CH:19][C:20]=1[O:21][CH3:22])[CH:16]=[O:17], predict the reaction product. The product is: [F:12][C:13]1[CH:14]=[C:15]([CH:16]2[CH2:8][O:17]2)[CH:18]=[CH:19][C:20]=1[O:21][CH3:22]. (3) Given the reactants Cl[C:2]1[CH:3]=[CH:4][C:5]2[N:6]([C:8]([CH3:11])=[N:9][N:10]=2)[N:7]=1.[C:12]1([CH:18]2[CH2:22][CH2:21][CH2:20][NH:19]2)[CH:17]=[CH:16][CH:15]=[CH:14][CH:13]=1.C([O-])([O-])=O.[K+].[K+], predict the reaction product. The product is: [CH3:11][C:8]1[N:6]2[N:7]=[C:2]([N:19]3[CH2:20][CH2:21][CH2:22][CH:18]3[C:12]3[CH:17]=[CH:16][CH:15]=[CH:14][CH:13]=3)[CH:3]=[CH:4][C:5]2=[N:10][N:9]=1. (4) Given the reactants [NH2:1][C:2]1[CH:7]=[CH:6][C:5]([CH2:8][CH2:9][C:10]([NH2:12])=[O:11])=[CH:4][C:3]=1Br.[CH3:14][C:15]1([CH3:24])[CH2:20][CH2:19][C:18](B(O)O)=[CH:17][CH2:16]1, predict the reaction product. The product is: [NH2:1][C:2]1[CH:7]=[CH:6][C:5]([CH2:8][CH2:9][C:10]([NH2:12])=[O:11])=[CH:4][C:3]=1[C:18]1[CH2:19][CH2:20][C:15]([CH3:24])([CH3:14])[CH2:16][CH:17]=1.